From a dataset of TCR-epitope binding with 47,182 pairs between 192 epitopes and 23,139 TCRs. Binary Classification. Given a T-cell receptor sequence (or CDR3 region) and an epitope sequence, predict whether binding occurs between them. (1) The epitope is RPHERNGFTVL. The TCR CDR3 sequence is CASSPVVAQPQLF. Result: 0 (the TCR does not bind to the epitope). (2) The epitope is NQKLIANQF. The TCR CDR3 sequence is CAEGELNTGELFF. Result: 0 (the TCR does not bind to the epitope). (3) The epitope is SLYNTVATL. Result: 0 (the TCR does not bind to the epitope). The TCR CDR3 sequence is CASSPLQGANTGELFF. (4) The epitope is FPRPWLHGL. The TCR CDR3 sequence is CATSDLLGTSGRVYEQFF. Result: 0 (the TCR does not bind to the epitope). (5) Result: 1 (the TCR binds to the epitope). The epitope is FVDGVPFVV. The TCR CDR3 sequence is CASSLRGGEQYF.